Predict the reactants needed to synthesize the given product. From a dataset of Full USPTO retrosynthesis dataset with 1.9M reactions from patents (1976-2016). (1) Given the product [NH2:1][C:2](=[O:11])[CH2:3][C:4]([CH3:9])([CH3:10])[CH2:5][C:6]([O:8][CH3:12])=[O:7], predict the reactants needed to synthesize it. The reactants are: [NH2:1][C:2](=[O:11])[CH2:3][C:4]([CH3:10])([CH3:9])[CH2:5][C:6]([OH:8])=[O:7].[C:12](=O)([O-])[O-].[K+].[K+].CI. (2) Given the product [F:12][C:13]1[C:18]([O:19][CH2:2][CH2:3][O:4][CH3:5])=[CH:17][N:16]=[C:15]2[NH:20][CH:21]=[CH:22][C:14]=12, predict the reactants needed to synthesize it. The reactants are: Br[CH2:2][CH2:3][O:4][CH3:5].C(=O)([O-])[O-].[K+].[K+].[F:12][C:13]1[C:18]([OH:19])=[CH:17][N:16]=[C:15]2[N:20]([Si](C(C)C)(C(C)C)C(C)C)[CH:21]=[CH:22][C:14]=12. (3) Given the product [Cl:8][C:2]1[CH:3]=[N:4][CH:5]=[C:6]([B:9]2[O:13][C:12]([CH3:15])([CH3:14])[C:11]([CH3:17])([CH3:16])[O:10]2)[CH:7]=1, predict the reactants needed to synthesize it. The reactants are: Br[C:2]1([Cl:8])[CH:7]=[CH:6][CH:5]=[N:4][CH2:3]1.[B:9]1([B:9]2[O:13][C:12]([CH3:15])([CH3:14])[C:11]([CH3:17])([CH3:16])[O:10]2)[O:13][C:12]([CH3:15])([CH3:14])[C:11]([CH3:17])([CH3:16])[O:10]1.C([O-])(=O)C.[K+]. (4) Given the product [F:20][C:17]([F:18])([F:19])[C:13]1[N:12]=[C:11]([C:8]2[S:9][CH:10]=[C:6]([CH2:4][OH:3])[N:7]=2)[CH:16]=[CH:15][CH:14]=1, predict the reactants needed to synthesize it. The reactants are: C([O:3][C:4]([C:6]1[N:7]=[C:8]([C:11]2[CH:16]=[CH:15][CH:14]=[C:13]([C:17]([F:20])([F:19])[F:18])[N:12]=2)[S:9][CH:10]=1)=O)C.[BH4-].[Na+].CO.O. (5) Given the product [I:12][C:13]1[CH:19]=[CH:18][CH:17]=[CH:16][C:14]=1[NH:15][C:2]1[CH:7]=[CH:6][CH:5]=[CH:4][C:3]=1[CH2:8][C:9]([OH:11])=[O:10], predict the reactants needed to synthesize it. The reactants are: Br[C:2]1[CH:7]=[CH:6][CH:5]=[CH:4][C:3]=1[CH2:8][C:9]([OH:11])=[O:10].[I:12][C:13]1[CH:19]=[CH:18][CH:17]=[CH:16][C:14]=1[NH2:15]. (6) Given the product [NH2:7][C:8]1[C:13]2[S:14][C:15]([C:17]3[C:22]([Cl:23])=[CH:21][C:20]([C:24]#[N:25])=[CH:19][C:18]=3[Cl:26])=[N:16][C:12]=2[CH:11]=[CH:10][N:9]=1, predict the reactants needed to synthesize it. The reactants are: C(OC(=O)[NH:7][C:8]1[C:13]2[S:14][C:15]([C:17]3[C:22]([Cl:23])=[CH:21][C:20]([C:24]#[N:25])=[CH:19][C:18]=3[Cl:26])=[N:16][C:12]=2[CH:11]=[CH:10][N:9]=1)(C)(C)C.C(O)(C(F)(F)F)=O. (7) Given the product [Na+:2].[Cl:34][C:22]1[CH:21]=[C:20]([NH:19][C:11]2[C:10]3[C:15](=[CH:16][CH:17]=[CH:18][C:9]=3[O:8][CH2:7][C:6]([O-:35])=[O:5])[N:14]=[CH:13][N:12]=2)[CH:25]=[CH:24][C:23]=1[O:26][CH2:27][C:28]1[CH:33]=[CH:32][CH:31]=[CH:30][N:29]=1, predict the reactants needed to synthesize it. The reactants are: [OH-].[Na+:2].C([O:5][C:6](=[O:35])[CH2:7][O:8][C:9]1[CH:18]=[CH:17][CH:16]=[C:15]2[C:10]=1[C:11]([NH:19][C:20]1[CH:25]=[CH:24][C:23]([O:26][CH2:27][C:28]3[CH:33]=[CH:32][CH:31]=[CH:30][N:29]=3)=[C:22]([Cl:34])[CH:21]=1)=[N:12][CH:13]=[N:14]2)C.